Dataset: Forward reaction prediction with 1.9M reactions from USPTO patents (1976-2016). Task: Predict the product of the given reaction. (1) Given the reactants [Cl:1][C:2]1[CH:3]=[N:4][CH:5]=[C:6]([Cl:21])[C:7]=1[CH2:8][CH:9]([C:11]1[CH:16]=[CH:15][C:14]([O:17][CH3:18])=[C:13]([O:19][CH3:20])[CH:12]=1)[OH:10].[CH3:22][O:23][C:24]1[CH:25]=[C:26]2[C:31](=[CH:32][CH:33]=1)[CH:30]=[C:29]([C@@H:34]([CH3:38])[C:35](O)=[O:36])[CH:28]=[CH:27]2.C(Cl)CCl.O, predict the reaction product. The product is: [CH3:22][O:23][C:24]1[CH:25]=[C:26]2[C:31](=[CH:32][CH:33]=1)[CH:30]=[C:29]([CH:34]([CH3:38])[C:35]([O:10][C@@H:9]([C:11]1[CH:16]=[CH:15][C:14]([O:17][CH3:18])=[C:13]([O:19][CH3:20])[CH:12]=1)[CH2:8][C:7]1[C:2]([Cl:1])=[CH:3][N:4]=[CH:5][C:6]=1[Cl:21])=[O:36])[CH:28]=[CH:27]2. (2) Given the reactants [OH:1][CH2:2][C@H:3]([NH:10][C:11]([C:13]1([Br:16])[CH2:15][CH2:14]1)=[O:12])[C:4]1C=CC=CC=1.BrC1(C(Cl)=O)CC1.CC(N)CO, predict the reaction product. The product is: [OH:1][CH2:2][CH:3]([NH:10][C:11]([C:13]1([Br:16])[CH2:14][CH2:15]1)=[O:12])[CH3:4].